From a dataset of Forward reaction prediction with 1.9M reactions from USPTO patents (1976-2016). Predict the product of the given reaction. Given the reactants CC1(C)[O:7][C@H:6]2[C@@H:8]([OH:13])[C@@H:9]([OH:12])[CH2:10][O:11][C@@H:5]2[CH2:4][O:3]1.Cl, predict the reaction product. The product is: [OH:3][CH2:4][C@@H:5]1[C@@H:6]([OH:7])[C@@H:8]([OH:13])[C@@H:9]([OH:12])[CH2:10][O:11]1.